From a dataset of Reaction yield outcomes from USPTO patents with 853,638 reactions. Predict the reaction yield, written as a fraction of the theoretical maximum amount of product (1.0 means a 100% yield; for example, 0.34 means a 34% yield). (1) The reactants are [H-].[Na+].[CH3:3][CH:4]([SH:6])[CH3:5].C([C:9]1[CH:10]=[C:11]([C:16]([NH:18][NH:19][C:20](=[O:29])[C:21]2[CH:26]=[CH:25][C:24]([Br:27])=[CH:23][C:22]=2[CH3:28])=O)C=[CH:13][C:14]=1F)#N.O.[CH3:31][N:32](C=O)C. No catalyst specified. The product is [C:31]([C:14]1[CH:13]=[C:16]([NH:18][NH:19][C:20](=[O:29])[C:21]2[CH:26]=[CH:25][C:24]([Br:27])=[CH:23][C:22]=2[CH3:28])[CH:11]=[CH:10][C:9]=1[S:6][CH:4]([CH3:5])[CH3:3])#[N:32]. The yield is 0.440. (2) The reactants are [CH3:1][O:2][C:3](=[O:16])[CH:4]=[CH:5][C:6]1[CH:11]=[CH:10][CH:9]=[C:8]([S:12](Cl)(=[O:14])=[O:13])[CH:7]=1.[NH2:17][C:18]1[CH:27]=[CH:26][C:25]2[C:20](=[CH:21][CH:22]=[CH:23][CH:24]=2)[CH:19]=1.C([O-])(O)=O.[Na+]. The catalyst is O1CCOCC1.O. The product is [CH3:1][O:2][C:3](=[O:16])[CH:4]=[CH:5][C:6]1[CH:11]=[CH:10][CH:9]=[C:8]([S:12](=[O:14])(=[O:13])[NH:17][C:18]2[CH:27]=[CH:26][C:25]3[C:20](=[CH:21][CH:22]=[CH:23][CH:24]=3)[CH:19]=2)[CH:7]=1. The yield is 0.340. (3) The reactants are O.[NH2:2]N.C[N:5](/[CH:7]=[N:8]/[C:9]([C:11]1[C:19]2[N:18]=[C:17]([CH3:20])[N:16]([CH2:21][C:22]3[C:31]4[C:26](=[CH:27][CH:28]=[CH:29][CH:30]=4)[CH:25]=[CH:24][CH:23]=3)[C:15]=2[CH:14]=[C:13]([N:32]2[CH2:37][CH2:36][O:35][CH2:34][CH2:33]2)[CH:12]=1)=O)C.C([O-])([O-])=O.[Na+].[Na+]. The catalyst is C(O)(=O)C. The product is [CH3:20][C:17]1[N:16]([CH2:21][C:22]2[C:31]3[C:26](=[CH:27][CH:28]=[CH:29][CH:30]=3)[CH:25]=[CH:24][CH:23]=2)[C:15]2[CH:14]=[C:13]([N:32]3[CH2:33][CH2:34][O:35][CH2:36][CH2:37]3)[CH:12]=[C:11]([C:9]3[N:8]=[CH:7][NH:5][N:2]=3)[C:19]=2[N:18]=1. The yield is 0.720.